From a dataset of Catalyst prediction with 721,799 reactions and 888 catalyst types from USPTO. Predict which catalyst facilitates the given reaction. Reactant: Cl[C:2]1[N:7]=[C:6]([C:8]2[CH:13]=[CH:12][CH:11]=[CH:10][C:9]=2[Cl:14])[N:5]=[C:4]([NH:15][C:16]2[CH:20]=[C:19]([CH3:21])[NH:18][N:17]=2)[CH:3]=1.C([N:25]([CH2:29][CH3:30])[CH:26](C)C)(C)C.N1CCC1. Product: [N:25]1([C:2]2[N:7]=[C:6]([C:8]3[CH:13]=[CH:12][CH:11]=[CH:10][C:9]=3[Cl:14])[N:5]=[C:4]([NH:15][C:16]3[CH:20]=[C:19]([CH3:21])[NH:18][N:17]=3)[CH:3]=2)[CH2:26][CH2:30][CH2:29]1. The catalyst class is: 51.